From a dataset of Forward reaction prediction with 1.9M reactions from USPTO patents (1976-2016). Predict the product of the given reaction. (1) Given the reactants [Cl:1][C:2]1[CH:7]=[C:6]([C:8]([F:11])([F:10])[F:9])[N:5]=[C:4]([C:12]2[CH:17]=[N:16][CH:15]=[CH:14][N:13]=2)[N:3]=1.[NH2:18][C:19]1[CH:20]=[C:21]([OH:25])[CH:22]=[CH:23][CH:24]=1, predict the reaction product. The product is: [ClH:1].[OH:25][C:21]1[CH:20]=[C:19]([CH:24]=[CH:23][CH:22]=1)[NH:18][C:2]1[CH:7]=[C:6]([C:8]([F:11])([F:10])[F:9])[N:5]=[C:4]([C:12]2[CH:17]=[N:16][CH:15]=[CH:14][N:13]=2)[N:3]=1. (2) Given the reactants P([O-])([O-])([O-])=O.O=C[C@@H]([C@H]([C@@H]([C@@H](CO)O)O)O)O.CC1C(C)=CC2N(C[C@H](O)[C@H](O)[C@H](O)CO)C3C(=NC=2C=1)C(=O)NC(=O)N=3.C1N=C(N)C2N=CN([C@@H]3O[C@H](COP(OP(OC[C@H]4O[C@@H](N5C=C(C(N)=O)CC=C5)[C@H](O)[C@@H]4O)(O)=O)(O)=O)[C@@H](O)[C@H]3O)C=2N=1.[C:89]([NH:97][CH2:98][CH:99]([C:107](=[O:109])[CH3:108])[C:100]([O:102][C:103]([CH3:106])([CH3:105])[CH3:104])=[O:101])(=[O:96])[C:90]1[CH:95]=[CH:94][CH:93]=[CH:92][CH:91]=1, predict the reaction product. The product is: [C:89]([NH:97][CH2:98][C@@H:99]([C@H:107]([OH:109])[CH3:108])[C:100]([O:102][C:103]([CH3:104])([CH3:106])[CH3:105])=[O:101])(=[O:96])[C:90]1[CH:91]=[CH:92][CH:93]=[CH:94][CH:95]=1. (3) Given the reactants [Cl-].[Al+3].[Cl-].[Cl-].CC(OC(=O)[NH:10][C@H:11]1[C:20]2[C:15](=[CH:16][CH:17]=[C:18]([Br:21])[CH:19]=2)[N:14]([C:22](=[O:24])[CH3:23])[C@@H:13]([CH3:25])[CH2:12]1)C.C(N(CC)CC)C.CCOC(C)=O, predict the reaction product. The product is: [C:22]([N:14]1[C:15]2[C:20](=[CH:19][C:18]([Br:21])=[CH:17][CH:16]=2)[C@H:11]([NH2:10])[CH2:12][C@@H:13]1[CH3:25])(=[O:24])[CH3:23]. (4) Given the reactants [CH3:1][C@@H:2]([C@@H:8]1[C@@:12]2([CH3:30])[C@@H:13]([OH:29])[CH2:14][C@@H:15]3[C@@:20]4([CH3:26])[CH2:21][CH2:22][C@@H:23]([OH:25])[CH2:24][C@H:19]4[CH2:18][C@@H:17]([OH:27])[C@@:16]3(C)[C@@H:11]2[CH2:10][CH2:9]1)[CH2:3][CH2:4][C:5]([O-:7])=[O:6].[Na+:31].[B:32]([OH:35])([OH:34])[OH:33], predict the reaction product. The product is: [B:32]([O-:35])([O-:34])[O-:33].[B:32]([O-:35])([O-:34])[O-:33].[B:32]([O-:35])([O-:34])[O-:33].[B:32]([O-:35])([O-:34])[O-:33].[Na+:31].[Na+:31].[Na+:31].[Na+:31].[Na+:31].[Na+:31].[Na+:31].[Na+:31].[Na+:31].[Na+:31].[Na+:31].[Na+:31].[CH3:1][C@@H:2]([C@@H:8]1[C@@:12]2([CH3:30])[C@@H:13]([OH:29])[CH2:14][C@@H:15]3[C@@:20]4([CH3:26])[CH2:21][CH2:22][C@@H:23]([OH:25])[CH2:24][C@H:19]4[CH2:18][C@@H:17]([OH:27])[C@H:16]3[C@@H:11]2[CH2:10][CH2:9]1)[CH2:3][CH2:4][C:5]([OH:7])=[O:6].